From a dataset of Forward reaction prediction with 1.9M reactions from USPTO patents (1976-2016). Predict the product of the given reaction. Given the reactants [CH:1]1([C:4]2[C:5]([O:26][CH3:27])=[CH:6][C:7]3[CH2:16][CH:15]([CH2:17][CH3:18])[N:14]4[C:9](=[CH:10][C:11](=[O:24])[C:12]([C:19]([O:21]CC)=[O:20])=[CH:13]4)[C:8]=3[CH:25]=2)[CH2:3][CH2:2]1.[OH-].[Na+].Cl, predict the reaction product. The product is: [CH:1]1([C:4]2[C:5]([O:26][CH3:27])=[CH:6][C:7]3[CH2:16][CH:15]([CH2:17][CH3:18])[N:14]4[C:9](=[CH:10][C:11](=[O:24])[C:12]([C:19]([OH:21])=[O:20])=[CH:13]4)[C:8]=3[CH:25]=2)[CH2:2][CH2:3]1.